Dataset: Peptide-MHC class I binding affinity with 185,985 pairs from IEDB/IMGT. Task: Regression. Given a peptide amino acid sequence and an MHC pseudo amino acid sequence, predict their binding affinity value. This is MHC class I binding data. The peptide sequence is RVGIYFGMK. The MHC is HLA-B57:01 with pseudo-sequence HLA-B57:01. The binding affinity (normalized) is 0.0847.